Dataset: Full USPTO retrosynthesis dataset with 1.9M reactions from patents (1976-2016). Task: Predict the reactants needed to synthesize the given product. (1) Given the product [F:1][C:2]([F:16])([F:15])[C@H:3]([O:13][CH3:14])[CH2:4][OH:5], predict the reactants needed to synthesize it. The reactants are: [F:1][C:2]([F:16])([F:15])[C@H:3]([O:13][CH3:14])[CH2:4][O:5]CC1C=CC=CC=1. (2) Given the product [ClH:27].[NH2:19][C:15]1[N:16]=[CH:17][N:18]=[C:13]([C:11]([NH:10][C@H:8]([C:5]2[CH:4]=[CH:3][C:2]([F:1])=[CH:7][CH:6]=2)[CH3:9])=[O:12])[CH:14]=1, predict the reactants needed to synthesize it. The reactants are: [F:1][C:2]1[CH:7]=[CH:6][C:5]([C@@H:8]([NH:10][C:11]([C:13]2[N:18]=[CH:17][N:16]=[C:15]([NH:19]C(=O)OC(C)(C)C)[CH:14]=2)=[O:12])[CH3:9])=[CH:4][CH:3]=1.[ClH:27]. (3) Given the product [F:1][C:2]1[C:3]([CH3:9])=[C:4]([CH:5]=[CH:6][CH:7]=1)[O:8][C:18]1[C:27]2[C:26](=[O:28])[N:25]([CH2:29][C@H:30]3[CH2:34][O:33][C:32]([CH3:36])([CH3:35])[O:31]3)[C:24](=[O:37])[N:23]([C:38]3[CH:43]=[CH:42][C:41]([I:44])=[CH:40][C:39]=3[F:45])[C:22]=2[N:21]([CH3:46])[C:20](=[O:47])[CH:19]=1, predict the reactants needed to synthesize it. The reactants are: [F:1][C:2]1[C:3]([CH3:9])=[C:4]([OH:8])[CH:5]=[CH:6][CH:7]=1.[H-].[Na+].FC(F)(F)S(O[C:18]1[C:27]2[C:26](=[O:28])[N:25]([CH2:29][C@H:30]3[CH2:34][O:33][C:32]([CH3:36])([CH3:35])[O:31]3)[C:24](=[O:37])[N:23]([C:38]3[CH:43]=[CH:42][C:41]([I:44])=[CH:40][C:39]=3[F:45])[C:22]=2[N:21]([CH3:46])[C:20](=[O:47])[CH:19]=1)(=O)=O. (4) Given the product [NH:8]1[CH2:9][CH2:10][CH:11]([NH:14][C:15]2[S:16][CH:17]=[CH:18][N:19]=2)[CH2:12][CH2:13]1, predict the reactants needed to synthesize it. The reactants are: C(OC([N:8]1[CH2:13][CH2:12][CH:11]([NH:14][C:15]2[S:16][CH:17]=[CH:18][N:19]=2)[CH2:10][CH2:9]1)=O)(C)(C)C.Cl. (5) The reactants are: Br[C:2]1[CH:7]=[CH:6][CH:5]=[CH:4][N:3]=1.[NH2:8][C:9]1[CH:17]=[CH:16][C:15]([Br:18])=[CH:14][C:10]=1[C:11](O)=[O:12]. Given the product [NH2:8][C:9]1[CH:17]=[CH:16][C:15]([Br:18])=[CH:14][C:10]=1[C:11]([C:2]1[CH:7]=[CH:6][CH:5]=[CH:4][N:3]=1)=[O:12], predict the reactants needed to synthesize it. (6) Given the product [F:25][C:24]([F:27])([F:26])[C:22]([OH:28])=[O:23].[CH3:1][S:2]([C:4]1[CH:5]=[C:6]([C:10]2[S:14][C:13]([C:15]([OH:17])=[O:16])=[CH:12][CH:11]=2)[N:7]=[N:8][CH:9]=1)=[O:3], predict the reactants needed to synthesize it. The reactants are: [CH3:1][S:2]([C:4]1[CH:5]=[C:6]([C:10]2[S:14][C:13]([C:15]([O:17]C(C)(C)C)=[O:16])=[CH:12][CH:11]=2)[N:7]=[N:8][CH:9]=1)=[O:3].[C:22]([OH:28])([C:24]([F:27])([F:26])[F:25])=[O:23]. (7) The reactants are: Cl[CH2:2][CH2:3][CH2:4][C:5]([C:13]1[CH:18]=[CH:17][C:16]([O:19][CH3:20])=[C:15]([O:21][CH3:22])[CH:14]=1)([CH:10]([CH3:12])[CH3:11])[C:6]([O:8][CH3:9])=[O:7].[CH3:23][NH:24][CH2:25][CH2:26][C:27]1[CH:36]=[CH:35][C:30]([C:31]([O:33][CH3:34])=[O:32])=[CH:29][CH:28]=1. Given the product [CH3:22][O:21][C:15]1[CH:14]=[C:13]([C:5]([C:6]([O:8][CH3:9])=[O:7])([CH:10]([CH3:12])[CH3:11])[CH2:4][CH2:3][CH2:2][N:24]([CH3:23])[CH2:25][CH2:26][C:27]2[CH:36]=[CH:35][C:30]([C:31]([O:33][CH3:34])=[O:32])=[CH:29][CH:28]=2)[CH:18]=[CH:17][C:16]=1[O:19][CH3:20], predict the reactants needed to synthesize it.